The task is: Predict the reaction yield, written as a fraction of the theoretical maximum amount of product (1.0 means a 100% yield; for example, 0.34 means a 34% yield).. This data is from Reaction yield outcomes from USPTO patents with 853,638 reactions. (1) The reactants are [O:1]=[C:2]1[N:7]([C@H:8]2[CH2:13][CH2:12][C@H:11]([CH:14]=O)[CH2:10][CH2:9]2)[C:6]2[C:16]3[CH:22]=[CH:21][N:20]([CH2:23][O:24][CH2:25][CH2:26][Si:27]([CH3:30])([CH3:29])[CH3:28])[C:17]=3[N:18]=[CH:19][C:5]=2[C:4](=[O:31])[NH:3]1.Cl.[F:33][C:34]([F:38])([F:37])[CH2:35][NH2:36].B.N1C=CC=CC=1C.[OH-].[Na+]. The catalyst is CO.C(O)(=O)C. The product is [F:33][C:34]([F:38])([F:37])[CH2:35][NH:36][CH2:14][CH:11]1[CH2:10][CH2:9][CH:8]([N:7]2[C:6]3[C:16]4[CH:22]=[CH:21][N:20]([CH2:23][O:24][CH2:25][CH2:26][Si:27]([CH3:30])([CH3:29])[CH3:28])[C:17]=4[N:18]=[CH:19][C:5]=3[C:4](=[O:31])[NH:3][C:2]2=[O:1])[CH2:13][CH2:12]1. The yield is 0.900. (2) The reactants are [C:1]([O:5][C:6]([NH:8][C@@H:9]([CH2:13][CH2:14][S:15][CH3:16])[C:10]([OH:12])=O)=[O:7])([CH3:4])([CH3:3])[CH3:2].C(N(C(C)C)C(C)C)C.N1(O)C2C=CC=CC=2N=N1.CCN=C=NCCCN(C)C.Cl.[CH:48]([C:51]1[N:55]=[C:54]([N:56]2[CH2:61][CH2:60][CH:59]([NH2:62])[CH2:58][CH2:57]2)[S:53][N:52]=1)([CH3:50])[CH3:49]. The catalyst is CN(C=O)C.O. The product is [CH:48]([C:51]1[N:55]=[C:54]([N:56]2[CH2:57][CH2:58][CH:59]([NH:62][C:10](=[O:12])[C@@H:9]([NH:8][C:6](=[O:7])[O:5][C:1]([CH3:2])([CH3:3])[CH3:4])[CH2:13][CH2:14][S:15][CH3:16])[CH2:60][CH2:61]2)[S:53][N:52]=1)([CH3:50])[CH3:49]. The yield is 0.804. (3) The reactants are [Na].[NH:2]1[CH:6]=[CH:5][CH:4]=[N:3]1.[CH2:7](Br)[CH2:8][C:9]1[CH:14]=[CH:13][CH:12]=[CH:11][CH:10]=1. The catalyst is CCO.[Na+].[I-]. The product is [CH2:7]([N:2]1[CH:6]=[CH:5][CH:4]=[N:3]1)[CH2:8][C:9]1[CH:14]=[CH:13][CH:12]=[CH:11][CH:10]=1. The yield is 0.250.